From a dataset of Forward reaction prediction with 1.9M reactions from USPTO patents (1976-2016). Predict the product of the given reaction. (1) Given the reactants [CH2:1]([O:8][C:9](=[O:24])[CH2:10][CH2:11][C@H:12]([NH:16][C:17]([O:19][C:20]([CH3:23])([CH3:22])[CH3:21])=[O:18])[C:13]([OH:15])=[O:14])[C:2]1[CH:7]=[CH:6][CH:5]=[CH:4][CH:3]=1.[CH3:25][N:26]([CH3:30])[CH2:27][CH2:28]O.F[P-](F)(F)(F)(F)F.N1(O[P+](N(C)C)(N(C)C)N(C)C)C2C=CC=CC=2N=N1.[OH-].[Na+], predict the reaction product. The product is: [CH3:25][N:26]([CH3:30])[CH2:27][CH2:28][O:14][C:13](=[O:15])[C@@H:12]([NH:16][C:17]([O:19][C:20]([CH3:21])([CH3:23])[CH3:22])=[O:18])[CH2:11][CH2:10][C:9]([O:8][CH2:1][C:2]1[CH:7]=[CH:6][CH:5]=[CH:4][CH:3]=1)=[O:24]. (2) Given the reactants [NH:1]1[CH2:5][CH2:4][CH2:3][C@H:2]1[CH2:6][OH:7].[N:8]1[CH:13]=[CH:12][CH:11]=[C:10]([S:14](Cl)(=[O:16])=[O:15])[CH:9]=1, predict the reaction product. The product is: [N:8]1[CH:13]=[CH:12][CH:11]=[C:10]([S:14]([N:1]2[CH2:5][CH2:4][CH2:3][C@H:2]2[CH2:6][OH:7])(=[O:16])=[O:15])[CH:9]=1. (3) Given the reactants [CH:1]1([NH:4][C@H:5]2[CH2:10][CH2:9][CH2:8][N:7]([C:11]([O:13][C:14]([CH3:17])([CH3:16])[CH3:15])=[O:12])[CH2:6]2)[CH2:3][CH2:2]1.[C:18](=O)([O:27]N1C(=O)CCC1=O)[O:19][CH2:20][C:21]1[CH:26]=[CH:25][CH:24]=[CH:23][CH:22]=1, predict the reaction product. The product is: [CH2:20]([O:19][C:18]([N:4]([CH:1]1[CH2:2][CH2:3]1)[C@H:5]1[CH2:10][CH2:9][CH2:8][N:7]([C:11]([O:13][C:14]([CH3:17])([CH3:16])[CH3:15])=[O:12])[CH2:6]1)=[O:27])[C:21]1[CH:26]=[CH:25][CH:24]=[CH:23][CH:22]=1.